From a dataset of Full USPTO retrosynthesis dataset with 1.9M reactions from patents (1976-2016). Predict the reactants needed to synthesize the given product. The reactants are: C(O)(=O)[C:2]1[CH:7]=[CH:6][CH:5]=[CH:4][CH:3]=1.[C:10](=[O:13])([O-])[O-].[K+].[K+].[N+:16]([CH2:18][C:19]([O:21][CH3:22])=[O:20])#[C-:17].[CH:23]1C=CC(P(N=[N+]=[N-])(C2C=CC=CC=2)=O)=CC=1.C1(C)C=CC=CC=1.CCO[C:50]([CH3:52])=O. Given the product [CH3:22][O:21][C:19]([C:18]1[N:16]=[C:17]([CH3:23])[O:13][C:10]=1[C:7]1[CH:2]=[CH:3][C:4]([CH3:5])=[C:50]([CH3:52])[CH:6]=1)=[O:20], predict the reactants needed to synthesize it.